From a dataset of Full USPTO retrosynthesis dataset with 1.9M reactions from patents (1976-2016). Predict the reactants needed to synthesize the given product. (1) The reactants are: F[P-](F)(F)(F)(F)F.N1(OC(N(C)C)=[N+](C)C)C2N=CC=CC=2N=N1.[Br:25][C:26]1[CH:27]=[C:28]([NH:33][CH3:34])[C:29]([NH2:32])=[CH:30][CH:31]=1.C(N(C(C)C)CC)(C)C.[CH3:44][O:45][C:46]([CH:48]1[CH2:50][CH:49]1[C:51](O)=O)=[O:47]. Given the product [Br:25][C:26]1[CH:31]=[CH:30][C:29]2[N:32]=[C:51]([CH:49]3[CH2:50][CH:48]3[C:46]([O:45][CH3:44])=[O:47])[N:33]([CH3:34])[C:28]=2[CH:27]=1, predict the reactants needed to synthesize it. (2) Given the product [O:1]=[C:2]1[C:6]([C:7]2[CH:12]=[CH:11][CH:10]=[CH:9][CH:8]=2)([C:13]2[CH:18]=[CH:17][CH:16]=[CH:15][CH:14]=2)[CH2:5][CH2:4][N:3]1[CH2:19][C:20]1[O:22][N:48]=[C:49]([C:52]2[CH:53]=[CH:54][C:55]([NH:58][C:59](=[O:65])[O:60][C:61]([CH3:63])([CH3:62])[CH3:64])=[N:56][CH:57]=2)[N:50]=1, predict the reactants needed to synthesize it. The reactants are: [O:1]=[C:2]1[C:6]([C:13]2[CH:18]=[CH:17][CH:16]=[CH:15][CH:14]=2)([C:7]2[CH:12]=[CH:11][CH:10]=[CH:9][CH:8]=2)[CH2:5][CH2:4][N:3]1[CH2:19][C:20]([OH:22])=O.FC1C=CC(C2(C3C=CC(F)=CC=3)CCN(CC(O)=O)C2=O)=CC=1.O[NH:48]/[C:49](/[C:52]1[CH:53]=[CH:54][C:55]([NH:58][C:59](=[O:65])[O:60][C:61]([CH3:64])([CH3:63])[CH3:62])=[N:56][CH:57]=1)=[N:50]\[H].ON/C(=N\[H])/C1C=CC(C(F)(F)F)=CC=1. (3) Given the product [C:1]([C:5]1[CH:9]=[C:8]([NH:10][C:11]([NH:13][C:14]2[CH:19]=[CH:18][CH:17]=[C:16]([C:20]#[C:21][C:22]3[CH:23]=[N:24][C:25]([NH:39][CH2:38][CH2:37][CH2:36][N:30]4[CH2:35][CH2:34][CH2:33][CH2:32][CH2:31]4)=[N:26][CH:27]=3)[CH:15]=2)=[O:12])[N:7]([CH3:29])[N:6]=1)([CH3:4])([CH3:3])[CH3:2], predict the reactants needed to synthesize it. The reactants are: [C:1]([C:5]1[CH:9]=[C:8]([NH:10][C:11]([NH:13][C:14]2[CH:19]=[CH:18][CH:17]=[C:16]([C:20]#[C:21][C:22]3[CH:23]=[N:24][C:25](Cl)=[N:26][CH:27]=3)[CH:15]=2)=[O:12])[N:7]([CH3:29])[N:6]=1)([CH3:4])([CH3:3])[CH3:2].[N:30]1([CH2:36][CH2:37][CH2:38][NH2:39])[CH2:35][CH2:34][CH2:33][CH2:32][CH2:31]1.Cl. (4) Given the product [CH:1]1([C:6]([N:8]2[CH2:9][CH:10]([C:22]3[O:23][N:28]=[C:27]([C:29]4[N:30]=[C:31]([CH3:34])[S:32][CH:33]=4)[N:26]=3)[CH2:11][CH:12]([C:14]3[CH:15]=[CH:16][C:17]([CH2:20][CH3:21])=[CH:18][CH:19]=3)[CH2:13]2)=[O:7])[CH2:5][CH2:4][CH2:3][CH2:2]1, predict the reactants needed to synthesize it. The reactants are: [CH:1]1([C:6]([N:8]2[CH2:13][CH:12]([C:14]3[CH:19]=[CH:18][C:17]([CH2:20][CH3:21])=[CH:16][CH:15]=3)[CH2:11][CH:10]([C:22](O)=[O:23])[CH2:9]2)=[O:7])[CH2:5][CH2:4][CH2:3][CH2:2]1.O[NH:26][C:27]([C:29]1[N:30]=[C:31]([CH3:34])[S:32][CH:33]=1)=[NH:28]. (5) The reactants are: [CH3:1][C:2]([N:10]1[CH:14]=[C:13]([NH:15][C:16](=[O:22])[CH:17]([NH2:21])[CH2:18][CH2:19][CH3:20])[N:12]=[CH:11]1)([CH3:9])[CH2:3][N:4]1[CH2:8][CH2:7][CH2:6][CH2:5]1.[F:23][C:24]1[CH:25]=[C:26]([CH2:31][C:32](=O)[CH3:33])[CH:27]=[C:28]([F:30])[CH:29]=1. Given the product [CH3:1][C:2]([N:10]1[CH:14]=[C:13]([NH:15][C:16](=[O:22])[CH:17]([NH:21][CH:32]([CH3:33])[CH2:31][C:26]2[CH:27]=[C:28]([F:30])[CH:29]=[C:24]([F:23])[CH:25]=2)[CH2:18][CH2:19][CH3:20])[N:12]=[CH:11]1)([CH3:9])[CH2:3][N:4]1[CH2:8][CH2:7][CH2:6][CH2:5]1, predict the reactants needed to synthesize it. (6) Given the product [CH3:1][O:2][C:3](=[O:28])[C:4]1[CH:9]=[C:8]([O:35][C:29]2[CH:34]=[CH:33][CH:32]=[CH:31][CH:30]=2)[CH:7]=[C:6]([C:11](=[O:27])[C:12]2[CH:17]=[CH:16][C:15]([N:18]([C:20]3[CH:25]=[CH:24][C:23]([Cl:26])=[CH:22][CH:21]=3)[CH3:19])=[CH:14][N:13]=2)[CH:5]=1, predict the reactants needed to synthesize it. The reactants are: [CH3:1][O:2][C:3](=[O:28])[C:4]1[CH:9]=[C:8](I)[CH:7]=[C:6]([C:11](=[O:27])[C:12]2[CH:17]=[CH:16][C:15]([N:18]([C:20]3[CH:25]=[CH:24][C:23]([Cl:26])=[CH:22][CH:21]=3)[CH3:19])=[CH:14][N:13]=2)[CH:5]=1.[C:29]1([OH:35])[CH:34]=[CH:33][CH:32]=[CH:31][CH:30]=1.CN(C)CC(O)=O.Cl.C([O-])([O-])=O.[Cs+].[Cs+].